This data is from Full USPTO retrosynthesis dataset with 1.9M reactions from patents (1976-2016). The task is: Predict the reactants needed to synthesize the given product. Given the product [CH2:3]([O:5][C:6]([C:7]1[C:8]([OH:9])=[N:10][C:11]2[C:12]([C:21]=1[CH3:22])=[CH:13][CH:14]=[C:15]([C:17]([F:20])([F:19])[F:18])[CH:16]=2)=[O:24])[CH3:4], predict the reactants needed to synthesize it. The reactants are: [H-].[Na+].[CH2:3]([O:5][C:6](=[O:24])[CH2:7][C:8]([NH:10][C:11]1[CH:16]=[C:15]([C:17]([F:20])([F:19])[F:18])[CH:14]=[CH:13][C:12]=1[C:21](=O)[CH3:22])=[O:9])[CH3:4].CC(O)=O.